Dataset: Catalyst prediction with 721,799 reactions and 888 catalyst types from USPTO. Task: Predict which catalyst facilitates the given reaction. (1) Reactant: [NH2:1][OH:2].[Br:3][C:4]1[CH:5]=[C:6]([CH:9]=[C:10]([Br:13])[C:11]=1[OH:12])[C:7]#[N:8]. Product: [Br:3][C:4]1[CH:5]=[C:6]([CH:9]=[C:10]([Br:13])[C:11]=1[OH:12])[C:7](=[N:1][OH:2])[NH2:8]. The catalyst class is: 97. (2) Reactant: Br[C:2]1[CH:7]=[CH:6][CH:5]=[C:4]([Br:8])[CH:3]=1.[CH2:9]([Li])CCC.[CH2:14]([N:21]1[CH2:27][CH:26]2[C:28](=[O:29])[CH:23]([CH2:24][CH2:25]2)[CH2:22]1)[C:15]1[CH:20]=[CH:19][CH:18]=[CH:17][CH:16]=1.IC. Product: [CH2:14]([N:21]1[CH2:27][CH:26]2[C:28]([C:2]3[CH:7]=[CH:6][CH:5]=[C:4]([Br:8])[CH:3]=3)([O:29][CH3:9])[CH:23]([CH2:24][CH2:25]2)[CH2:22]1)[C:15]1[CH:16]=[CH:17][CH:18]=[CH:19][CH:20]=1. The catalyst class is: 28. (3) Reactant: Cl[CH2:2][CH2:3][C@@H:4]([N:11]1[C:15]2[CH:16]=[CH:17][CH:18]=[CH:19][C:14]=2[N:13]([CH2:20][CH3:21])[C:12]1=[O:22])[C:5]1[CH:10]=[CH:9][CH:8]=[CH:7][CH:6]=1.[I-].[K+].[CH3:25][NH2:26]. Product: [CH2:20]([N:13]1[C:14]2[CH:19]=[CH:18][CH:17]=[CH:16][C:15]=2[N:11]([C@@H:4]([C:5]2[CH:10]=[CH:9][CH:8]=[CH:7][CH:6]=2)[CH2:3][CH2:2][NH:26][CH3:25])[C:12]1=[O:22])[CH3:21]. The catalyst class is: 5.